Dataset: Forward reaction prediction with 1.9M reactions from USPTO patents (1976-2016). Task: Predict the product of the given reaction. (1) Given the reactants [C:1](Cl)(=[O:4])[CH2:2][CH3:3].Cl.[Cl:7][C:8]1[CH:9]=[CH:10][C:11]2[N:20]([C:21]([C:23]3[CH:40]=[CH:39][C:26]([CH2:27][NH:28][C:29](=[O:38])[CH2:30][CH2:31][CH:32]4[CH2:37][CH2:36][NH:35][CH2:34][CH2:33]4)=[CH:25][C:24]=3[CH3:41])=[O:22])[CH2:19][C:18]3[CH:17]=[N:16][N:15]([CH3:42])[C:14]=3[NH:13][C:12]=2[CH:43]=1, predict the reaction product. The product is: [Cl:7][C:8]1[CH:9]=[CH:10][C:11]2[N:20]([C:21]([C:23]3[CH:40]=[CH:39][C:26]([CH2:27][NH:28][C:29](=[O:38])[CH2:30][CH2:31][CH:32]4[CH2:37][CH2:36][N:35]([C:1](=[O:4])[CH2:2][CH3:3])[CH2:34][CH2:33]4)=[CH:25][C:24]=3[CH3:41])=[O:22])[CH2:19][C:18]3[CH:17]=[N:16][N:15]([CH3:42])[C:14]=3[NH:13][C:12]=2[CH:43]=1. (2) The product is: [CH3:10][C:11]1[CH:16]=[C:15]([C:21]2[N:26]=[CH:25][C:24]([NH2:27])=[CH:23][CH:22]=2)[CH:14]=[CH:13][N:12]=1. Given the reactants O.P([O-])([O-])([O-])=O.[K+].[K+].[K+].[CH3:10][C:11]1[CH:16]=[C:15](B(O)O)[CH:14]=[CH:13][N:12]=1.Br[C:21]1[N:26]=[CH:25][C:24]([NH2:27])=[CH:23][CH:22]=1.[Br-], predict the reaction product. (3) Given the reactants [N+:1]([C:4]1[CH:5]=[C:6]([NH2:11])[C:7]([NH2:10])=[CH:8][CH:9]=1)([O-:3])=[O:2].ClC(Cl)(Cl)C(=N)OC.[NH4+].[Cl-].CCN(C(C)C)C(C)C.[CH3:31][C:32]([OH:34])=[O:33], predict the reaction product. The product is: [N+:1]([C:4]1[CH:9]=[CH:8][C:7]2[NH:10][C:31]([C:32]([OH:34])=[O:33])=[N:11][C:6]=2[CH:5]=1)([O-:3])=[O:2]. (4) Given the reactants [N:1]1[N:5]2[CH:6]=[N:7][C:8](=[O:10])[CH2:9][C:4]2=[CH:3][CH:2]=1.[I:11]N1C(=O)CCC1=O, predict the reaction product. The product is: [I:11][C:3]1[CH:2]=[N:1][N:5]2[C:4]=1[CH2:9][C:8](=[O:10])[N:7]=[CH:6]2. (5) Given the reactants [C:1]([C:3]1[CH:4]=[C:5]([S:10]([NH:13][C:14]2[CH:19]=[CH:18][C:17]([F:20])=[CH:16][N:15]=2)(=[O:12])=[O:11])[CH:6]=[CH:7][C:8]=1F)#[N:2].[Cl:21][C:22]1[C:23]([F:29])=[N:24][CH:25]=[C:26]([OH:28])[CH:27]=1, predict the reaction product. The product is: [Cl:21][C:22]1[CH:27]=[C:26]([O:28][C:8]2[CH:7]=[CH:6][C:5]([S:10]([NH:13][C:14]3[CH:19]=[CH:18][C:17]([F:20])=[CH:16][N:15]=3)(=[O:12])=[O:11])=[CH:4][C:3]=2[C:1]#[N:2])[CH:25]=[N:24][C:23]=1[F:29].